This data is from Reaction yield outcomes from USPTO patents with 853,638 reactions. The task is: Predict the reaction yield, written as a fraction of the theoretical maximum amount of product (1.0 means a 100% yield; for example, 0.34 means a 34% yield). (1) The reactants are [NH2:1][C@H:2]1[CH2:7][CH2:6][N:5]([C:8]([O:10][C:11]([CH3:14])([CH3:13])[CH3:12])=[O:9])[CH2:4][C@H:3]1[O:15][CH2:16][CH2:17][CH2:18][CH3:19].[Cl:20][C:21]1[N:22]=[C:23]([C:28](O)=[O:29])[NH:24][C:25]=1[CH2:26][CH3:27].CCN=C=NCCCN(C)C.Cl.C1C=CC2N(O)N=NC=2C=1. The catalyst is ClCCl.CC(N(C)C)=O. The product is [CH2:16]([O:15][C@H:3]1[C@@H:2]([NH:1][C:28]([C:23]2[NH:24][C:25]([CH2:26][CH3:27])=[C:21]([Cl:20])[N:22]=2)=[O:29])[CH2:7][CH2:6][N:5]([C:8]([O:10][C:11]([CH3:12])([CH3:13])[CH3:14])=[O:9])[CH2:4]1)[CH2:17][CH2:18][CH3:19]. The yield is 1.00. (2) The catalyst is [Br-].C([N+](CCCC)(CCCC)CCCC)CCC.C1(C)C=CC=CC=1.C(C(C)=O)C. The yield is 0.950. The reactants are [CH2:1]1[CH:5]2[CH:6]3[CH:10]=[CH:9][CH:8]([CH:4]2C=C1)C3.C(C(Cl)C1C=CC=CC=1)=C.[N+]([C:24]1C=C([N+]([O-])=O)C=C[C:25]=1[OH:33])([O-])=O.[OH-].[Na+].Cl. The product is [CH:25]([O:33][CH2:1][C:5]1[CH:4]=[CH:8][CH:9]=[CH:10][CH:6]=1)=[CH2:24]. (3) The reactants are [F:1][C:2]1[CH:11]=[CH:10][C:9]2[NH:8][C:7](=[O:12])[C:6]3=[C:13]([CH3:22])[N:14]([CH:16]4[CH2:21][CH2:20][CH2:19][CH2:18][O:17]4)[N:15]=[C:5]3[C:4]=2[CH:3]=1.C([O-])([O-])=O.[Cs+].[Cs+].[C:29]([O:33][C:34](=[O:41])[NH:35][CH2:36][C@@H:37]([CH3:40])[CH2:38]Br)([CH3:32])([CH3:31])[CH3:30]. The catalyst is CN(C=O)C.O. The product is [C:29]([O:33][C:34](=[O:41])[NH:35][CH2:36][C@@H:37]([CH3:38])[CH2:40][N:8]1[C:9]2[CH:10]=[CH:11][C:2]([F:1])=[CH:3][C:4]=2[C:5]2=[N:15][N:14]([CH:16]3[CH2:21][CH2:20][CH2:19][CH2:18][O:17]3)[C:13]([CH3:22])=[C:6]2[C:7]1=[O:12])([CH3:32])([CH3:31])[CH3:30]. The yield is 0.590. (4) The reactants are [C:1]([C:3]1[CH:4]=[C:5]2[C:9](=[CH:10][CH:11]=1)[NH:8][CH:7]=[CH:6]2)#[CH:2].[Cl:12][C:13]1[C:14]([C:20]#[N:21])=[N:15][CH:16]=[C:17](Cl)[CH:18]=1.C([N:24](CC)CC)C. The yield is 0.0400. The product is [CH3:6][C:5]1[C:4]2=[C:13]3[C:14](=[C:20]([NH2:21])[N:24]=[C:3]2[CH:11]=[CH:10][CH:9]=1)[N:15]=[CH:16][CH:17]=[CH:18]3.[NH:8]1[C:9]2[C:5](=[CH:4][C:3]([C:1]#[C:2][C:17]3[CH:18]=[C:13]([Cl:12])[C:14]([C:20]#[N:21])=[N:15][CH:16]=3)=[CH:11][CH:10]=2)[CH:6]=[CH:7]1. The catalyst is [Cu]I.Cl[Pd](Cl)([P](C1C=CC=CC=1)(C1C=CC=CC=1)C1C=CC=CC=1)[P](C1C=CC=CC=1)(C1C=CC=CC=1)C1C=CC=CC=1.CN(C=O)C. (5) The product is [CH2:23]([O:1][C:2]1[CH:3]=[C:4]([CH:13]=[CH:14][C:15]=1[O:16][CH2:30][CH:28]=[CH2:27])[C:5]([C:7]1[CH:12]=[CH:11][CH:10]=[CH:9][CH:8]=1)=[O:6])[CH:24]=[CH2:25]. No catalyst specified. The yield is 0.990. The reactants are [OH:1][C:2]1[CH:3]=[C:4]([CH:13]=[CH:14][C:15]=1[OH:16])[C:5]([C:7]1[CH:12]=[CH:11][CH:10]=[CH:9][CH:8]=1)=[O:6].C(=O)([O-])[O-].[Cs+].[Cs+].[CH2:23](Br)[CH:24]=[CH2:25].[CH3:27][C:28]([CH3:30])=O. (6) No catalyst specified. The product is [CH2:16]([O:14][C:13]([C:9]1[C:8]([N+:5]([O-:7])=[O:6])=[CH:12][NH:11][N:10]=1)=[O:15])[CH3:17]. The reactants are S(Cl)(Cl)=O.[N+:5]([C:8]1[C:9]([C:13]([OH:15])=[O:14])=[N:10][NH:11][CH:12]=1)([O-:7])=[O:6].[CH3:16][CH2:17]O. The yield is 0.960.